Dataset: Catalyst prediction with 721,799 reactions and 888 catalyst types from USPTO. Task: Predict which catalyst facilitates the given reaction. Reactant: [CH2:1]([C:9]1[N:10]=[C:11]2[C:17]3[CH:18]=[CH:19][CH:20]=[CH:21][C:16]=3[NH:15][C:14]3[N:22]=[CH:23][CH:24]=[CH:25][C:13]=3[N:12]2[C:26]=1[C:27]1[CH:32]=[CH:31][C:30]([C:33]2([NH:37]C(=O)OC(C)(C)C)[CH2:36][CH2:35][CH2:34]2)=[CH:29][CH:28]=1)[CH2:2][C:3]1[CH:8]=[CH:7][CH:6]=[CH:5][CH:4]=1.Cl. Product: [CH2:1]([C:9]1[N:10]=[C:11]2[C:17]3[CH:18]=[CH:19][CH:20]=[CH:21][C:16]=3[NH:15][C:14]3[N:22]=[CH:23][CH:24]=[CH:25][C:13]=3[N:12]2[C:26]=1[C:27]1[CH:32]=[CH:31][C:30]([C:33]2([NH2:37])[CH2:34][CH2:35][CH2:36]2)=[CH:29][CH:28]=1)[CH2:2][C:3]1[CH:8]=[CH:7][CH:6]=[CH:5][CH:4]=1. The catalyst class is: 269.